Dataset: Experimentally validated miRNA-target interactions with 360,000+ pairs, plus equal number of negative samples. Task: Binary Classification. Given a miRNA mature sequence and a target amino acid sequence, predict their likelihood of interaction. (1) The miRNA is hsa-miR-23c with sequence AUCACAUUGCCAGUGAUUACCC. The protein sequence of the target gene is MRLLLLLLVAASAMVRSEASANLGGVPSKRLKMQYATGPLLKFQICVSUGYRRVFEEYMRVISQRYPDIRIEGENYLPQPIYRHIASFLSVFKLVLIGLIIVGKDPFAFFGMQAPSIWQWGQENKVYACMMVFFLSNMIENQCMSTGAFEITLNDVPVWSKLESGHLPSMQQLVQILDNEMKLNVHMDSIPHHRS. Result: 0 (no interaction). (2) The miRNA is hsa-miR-8084 with sequence GAAUACUAAGUAAAAAAUCAGUA. The protein sequence of the target gene is MAVFLEAKNAHAVLKRFPRANEFLEELRQGTIERECMEEICSYEEVKEVFENKEKTMEFWKGYPNAVYSVRDPSQSSDAMYVVVPLLGVVLLIVIALFIIWRCQLQKATRHHPSYAQNRYLASRAGHNLPRVMVYRGTVHSQGESSGHREAGNNPQIVMGPSRGGRTTVRLESTLYLPELSLSRLSSATPPPSYEEVTAPQEGSSEEASVSYSDPPPKYEEIVAASPSADK. Result: 0 (no interaction).